This data is from Full USPTO retrosynthesis dataset with 1.9M reactions from patents (1976-2016). The task is: Predict the reactants needed to synthesize the given product. (1) Given the product [CH2:1]([O:4][C:5]1([CH3:35])[CH2:10][CH2:9][N:8]([C:11]2[N:16]3[CH:17]=[C:18]([C:20]4[CH:25]=[CH:24][CH:23]=[C:22]([Br:26])[CH:21]=4)[N:19]=[C:15]3[C:14]([CH3:27])=[C:13]([CH3:28])[C:12]=2[C@H:29]([O:34][C:40]([CH3:73])([CH3:45])[CH3:41])[C:30]([O:32][CH3:33])=[O:31])[CH2:7][CH2:6]1)[CH:2]=[CH2:3], predict the reactants needed to synthesize it. The reactants are: [CH2:1]([O:4][C:5]1([CH3:35])[CH2:10][CH2:9][N:8]([C:11]2[N:16]3[CH:17]=[C:18]([C:20]4[CH:25]=[CH:24][CH:23]=[C:22]([Br:26])[CH:21]=4)[N:19]=[C:15]3[C:14]([CH3:27])=[C:13]([CH3:28])[C:12]=2[C@H:29]([OH:34])[C:30]([O:32][CH3:33])=[O:31])[CH2:7][CH2:6]1)[CH:2]=[CH2:3].C(O[C:40]1([CH3:73])[CH2:45]CN(C2N3C=C(C4C=CC=C(Br)C=4)N=C3C=C(C)C=2[C@H](O[C:40]([CH3:73])([CH3:45])[CH3:41])C(OC)=O)C[CH2:41]1)C=C. (2) Given the product [F:12][C:13]([F:24])([F:23])[C:14]([NH:4][CH2:3][CH2:1][OH:2])=[O:15], predict the reactants needed to synthesize it. The reactants are: [CH2:1]([CH2:3][NH2:4])[OH:2].C(N(CC)CC)C.[F:12][C:13]([F:24])([F:23])[C:14](O[C:14](=[O:15])[C:13]([F:24])([F:23])[F:12])=[O:15]. (3) Given the product [CH3:19][N:18]([CH2:20][CH:21]([OH:32])[CH2:22][N:23]([C:25]1[CH:26]=[CH:27][C:28]([NH:29][C:7]2[N:6]=[C:5]([NH:4][C:3]3[CH:12]=[C:13]([CH3:16])[CH:14]=[CH:15][C:2]=3[F:1])[CH:10]=[CH:9][N:8]=2)=[CH:30][CH:31]=1)[CH3:24])[CH3:17], predict the reactants needed to synthesize it. The reactants are: [F:1][C:2]1[CH:15]=[CH:14][C:13]([CH3:16])=[CH:12][C:3]=1[NH:4][C:5]1[CH:10]=[CH:9][N:8]=[C:7](Cl)[N:6]=1.[CH3:17][N:18]([CH2:20][CH:21]([OH:32])[CH2:22][N:23]([C:25]1[CH:31]=[CH:30][C:28]([NH2:29])=[CH:27][CH:26]=1)[CH3:24])[CH3:19]. (4) Given the product [O:42]1[C:38]2=[CH:39][CH:40]=[CH:41][C:37]2=[CH:36][CH:35]=[C:34]1[N:27]([C:28]1[CH:29]=[CH:30][CH:31]=[CH:32][CH:33]=1)[C:26]([CH:15]([N:13]([CH3:14])[C:10]1[CH:9]=[CH:8][C:7]([C:6]([OH:44])=[O:5])=[CH:12][CH:11]=1)[C:16]1[CH:17]=[CH:18][C:19]([C:22]([CH3:25])([CH3:23])[CH3:24])=[CH:20][CH:21]=1)=[O:43], predict the reactants needed to synthesize it. The reactants are: C([O:5][C:6](=[O:44])[C:7]1[CH:12]=[CH:11][C:10]([N:13]([CH:15]([C:26](=[O:43])[N:27]([C:34]2[O:42][C:38]3=[CH:39][CH:40]=[CH:41][C:37]3=[CH:36][CH:35]=2)[C:28]2[CH:33]=[CH:32][CH:31]=[CH:30][CH:29]=2)[C:16]2[CH:21]=[CH:20][C:19]([C:22]([CH3:25])([CH3:24])[CH3:23])=[CH:18][CH:17]=2)[CH3:14])=[CH:9][CH:8]=1)(C)(C)C.C(O)(C(F)(F)F)=O. (5) Given the product [F:1][C:2]([F:30])([F:31])[C:3]([C:12]1[CH:26]=[CH:25][C:15]([O:16][C:17]2[CH:18]=[C:19]([CH2:20][OH:21])[CH:22]=[CH:23][CH:24]=2)=[C:14]([CH2:27][CH2:28][CH3:29])[CH:13]=1)([O:8][CH2:9][O:10][CH3:11])[C:4]([F:5])([F:7])[F:6], predict the reactants needed to synthesize it. The reactants are: [F:1][C:2]([F:31])([F:30])[C:3]([C:12]1[CH:26]=[CH:25][C:15]([O:16][C:17]2[CH:18]=[C:19]([CH:22]=[CH:23][CH:24]=2)[CH:20]=[O:21])=[C:14]([CH2:27][CH2:28][CH3:29])[CH:13]=1)([O:8][CH2:9][O:10][CH3:11])[C:4]([F:7])([F:6])[F:5].[BH4-].[Na+].O. (6) Given the product [CH3:33][O:32][C:28]1[CH:27]=[C:26]([CH:31]=[CH:30][N:29]=1)[C:24]([NH:23][C:20]1[S:21][C:22]2[C:14]([CH:11]3[CH2:10][CH2:9][NH:8][CH2:13][CH2:12]3)=[CH:15][CH:16]=[C:17]([O:34][CH3:35])[C:18]=2[N:19]=1)=[O:25], predict the reactants needed to synthesize it. The reactants are: C(OC([N:8]1[CH2:13][CH2:12][CH:11]([C:14]2[C:22]3[S:21][C:20]([NH:23][C:24]([C:26]4[CH:31]=[CH:30][N:29]=[C:28]([O:32][CH3:33])[CH:27]=4)=[O:25])=[N:19][C:18]=3[C:17]([O:34][CH3:35])=[CH:16][CH:15]=2)[CH2:10][CH2:9]1)=O)(C)(C)C.